From a dataset of Reaction yield outcomes from USPTO patents with 853,638 reactions. Predict the reaction yield, written as a fraction of the theoretical maximum amount of product (1.0 means a 100% yield; for example, 0.34 means a 34% yield). (1) The reactants are Br[C:2]1[CH:3]=[CH:4][C:5]([O:14][CH3:15])=[C:6]([CH:8]2[O:13]CCCO2)[CH:7]=1.[CH2:16]([NH:20][CH2:21][CH2:22][CH2:23][CH3:24])[CH2:17][CH2:18][CH3:19].CC1C=CC=CC=1P(C1C=CC=CC=1C)C1C=CC=CC=1C.Cl.[OH-].[Na+]. The catalyst is C1(C)C=CC=CC=1.C1C=CC(/C=C/C(/C=C/C2C=CC=CC=2)=O)=CC=1.C1C=CC(/C=C/C(/C=C/C2C=CC=CC=2)=O)=CC=1.C1C=CC(/C=C/C(/C=C/C2C=CC=CC=2)=O)=CC=1.[Pd].[Pd]. The product is [CH2:16]([N:20]([CH2:21][CH2:22][CH2:23][CH3:24])[C:2]1[CH:3]=[CH:4][C:5]([O:14][CH3:15])=[C:6]([CH:7]=1)[CH:8]=[O:13])[CH2:17][CH2:18][CH3:19]. The yield is 0.460. (2) The reactants are OC[C:3]([CH2:10][O:11][CH3:12])([CH2:6][CH:7]([CH3:9])[CH3:8])CO.[CH3:13][O:14][C:15]([O:18][CH3:19])([CH3:17])[CH3:16].C1(C)C=CC(S(O)(=O)=O)=CC=1.C(=O)([O-])O.[Na+]. The catalyst is CN(C)C=O. The product is [CH2:6]([C:3]1([CH2:10][O:11][CH3:12])[CH2:19][O:18][C:15]([CH3:17])([CH3:16])[O:14][CH2:13]1)[CH:7]([CH3:9])[CH3:8]. The yield is 1.00.